From a dataset of Full USPTO retrosynthesis dataset with 1.9M reactions from patents (1976-2016). Predict the reactants needed to synthesize the given product. (1) Given the product [OH:1][CH:2]([CH2:8][CH2:9][C:11]1[CH:12]=[CH:13][C:14]([O:17][CH3:18])=[CH:15][CH:16]=1)[C:3]([O:5][CH2:6][CH3:7])=[O:4], predict the reactants needed to synthesize it. The reactants are: [OH:1][CH:2]([CH2:8][C:9]([C:11]1[CH:16]=[CH:15][C:14]([O:17][CH3:18])=[CH:13][CH:12]=1)=O)[C:3]([O:5][CH2:6][CH3:7])=[O:4]. (2) Given the product [C:1]([O:5][C:6]([N:8]1[CH2:9][CH:10]=[C:11]([C:14]2[CH:23]=[CH:22][C:21]3[C:16](=[CH:17][CH:18]=[CH:19][CH:20]=3)[N:15]=2)[CH2:12][CH2:13]1)=[O:7])([CH3:4])([CH3:2])[CH3:3], predict the reactants needed to synthesize it. The reactants are: [C:1]([O:5][C:6]([N:8]1[CH2:13][CH2:12][C:11](O)([C:14]2[CH:23]=[CH:22][C:21]3[C:16](=[CH:17][CH:18]=[CH:19][CH:20]=3)[N:15]=2)[CH2:10][CH2:9]1)=[O:7])([CH3:4])([CH3:3])[CH3:2].[OH-].COC(NS([N+](CC)(CC)CC)(=O)=O)=O.